This data is from Catalyst prediction with 721,799 reactions and 888 catalyst types from USPTO. The task is: Predict which catalyst facilitates the given reaction. (1) Reactant: Br[C:2]1[C:3]([C:9]#[N:10])=[N:4][C:5]([Br:8])=[CH:6][N:7]=1.[C:11]([C:13]([C:16]1[CH:17]=[C:18]([CH:34]=[CH:35][CH:36]=1)[C:19]([NH:21][C:22]1[CH:27]=[CH:26][C:25]([CH3:28])=[C:24]([NH:29][C:30](=[O:33])[CH2:31][SH:32])[CH:23]=1)=[O:20])([CH3:15])[CH3:14])#[N:12].C(=O)([O-])[O-].[K+].[K+]. Product: [NH2:10][C:9]1[C:3]2[C:2](=[N:7][CH:6]=[C:5]([Br:8])[N:4]=2)[S:32][C:31]=1[C:30]([NH:29][C:24]1[CH:23]=[C:22]([NH:21][C:19](=[O:20])[C:18]2[CH:34]=[CH:35][CH:36]=[C:16]([C:13]([C:11]#[N:12])([CH3:14])[CH3:15])[CH:17]=2)[CH:27]=[CH:26][C:25]=1[CH3:28])=[O:33]. The catalyst class is: 8. (2) The catalyst class is: 5. Reactant: [CH2:1]([O:3][C:4]1[C:9]([CH:10]=[O:11])=[C:8]([C:12]([F:15])([F:14])[F:13])[N:7]=[CH:6][N:5]=1)[CH3:2].[BH4-].[Na+].O.C(OCC)(=O)C. Product: [CH2:1]([O:3][C:4]1[C:9]([CH2:10][OH:11])=[C:8]([C:12]([F:14])([F:15])[F:13])[N:7]=[CH:6][N:5]=1)[CH3:2].